Dataset: NCI-60 drug combinations with 297,098 pairs across 59 cell lines. Task: Regression. Given two drug SMILES strings and cell line genomic features, predict the synergy score measuring deviation from expected non-interaction effect. (1) Drug 1: CN(CC1=CN=C2C(=N1)C(=NC(=N2)N)N)C3=CC=C(C=C3)C(=O)NC(CCC(=O)O)C(=O)O. Drug 2: C1=NC2=C(N=C(N=C2N1C3C(C(C(O3)CO)O)O)F)N. Cell line: SF-539. Synergy scores: CSS=16.8, Synergy_ZIP=-8.19, Synergy_Bliss=-10.6, Synergy_Loewe=-38.6, Synergy_HSA=-10.3. (2) Drug 1: CCC1=C2CN3C(=CC4=C(C3=O)COC(=O)C4(CC)O)C2=NC5=C1C=C(C=C5)O. Drug 2: CS(=O)(=O)CCNCC1=CC=C(O1)C2=CC3=C(C=C2)N=CN=C3NC4=CC(=C(C=C4)OCC5=CC(=CC=C5)F)Cl. Synergy scores: CSS=52.2, Synergy_ZIP=-3.64, Synergy_Bliss=-4.03, Synergy_Loewe=-1.30, Synergy_HSA=-0.918. Cell line: 786-0. (3) Drug 1: C1=CC=C(C=C1)NC(=O)CCCCCCC(=O)NO. Drug 2: CCC1(CC2CC(C3=C(CCN(C2)C1)C4=CC=CC=C4N3)(C5=C(C=C6C(=C5)C78CCN9C7C(C=CC9)(C(C(C8N6C)(C(=O)OC)O)OC(=O)C)CC)OC)C(=O)OC)O.OS(=O)(=O)O. Cell line: U251. Synergy scores: CSS=-0.865, Synergy_ZIP=0.536, Synergy_Bliss=-2.37, Synergy_Loewe=-4.39, Synergy_HSA=-3.65. (4) Drug 1: COC1=CC(=CC(=C1O)OC)C2C3C(COC3=O)C(C4=CC5=C(C=C24)OCO5)OC6C(C(C7C(O6)COC(O7)C8=CC=CS8)O)O. Drug 2: CC(C1=C(C=CC(=C1Cl)F)Cl)OC2=C(N=CC(=C2)C3=CN(N=C3)C4CCNCC4)N. Cell line: SR. Synergy scores: CSS=69.6, Synergy_ZIP=-1.26, Synergy_Bliss=-2.81, Synergy_Loewe=-4.52, Synergy_HSA=-1.01.